Task: Regression. Given a peptide amino acid sequence and an MHC pseudo amino acid sequence, predict their binding affinity value. This is MHC class II binding data.. Dataset: Peptide-MHC class II binding affinity with 134,281 pairs from IEDB (1) The peptide sequence is YDKFRANVSTVLTGK. The MHC is DRB1_0401 with pseudo-sequence DRB1_0401. The binding affinity (normalized) is 0.624. (2) The MHC is DRB1_1101 with pseudo-sequence DRB1_1101. The binding affinity (normalized) is 0.143. The peptide sequence is NGRLITANPVVTKKE. (3) The MHC is DRB1_1501 with pseudo-sequence DRB1_1501. The binding affinity (normalized) is 0. The peptide sequence is FSQPEQEFPQPQ.